From a dataset of Human Reference Interactome with 51,813 positive PPI pairs across 8,248 proteins, plus equal number of experimentally-validated negative pairs. Binary Classification. Given two protein amino acid sequences, predict whether they physically interact or not. (1) Result: 0 (the proteins do not interact). Protein 2 (ENSG00000036549) has sequence MAASRSTRVTRSTVGLNGLDESFCGRTLRNRSIAHPEEISSNSQVRSRSPKKRPEPVPIQKGNNNGRTTDLKQQSTRESWVSPRKRGLSSSEKDNIERQAIENCERRQTEPVSPVLKRIKRCLRSEAPNSSEEDSPIKSDKESVEQRSTVVDNDADFQGTKRACRCLILDDCEKREIKKVNVSEEGPLNSAVVEEITGYLAVNGVDDSDSAVINCDDCQPDGNTKQNSIGSYVLQEKSVAENGDTDTQTSMFLDSRKEDSYIDHKVPCTDSQVQVKLEDHKIVTACLPVEHVNQLTTEPA.... Protein 1 (ENSG00000010270) has sequence MNHLPEDMENALTGSQSSHASLRNIHSINPTQLMARIESYEGREKKGISDVRRTFCLFVTFDLLFVTLLWIIELNVNGGIENTLEKEVMQYDYYSSYFDIFLLAVFRFKVLILAYAVCRLRHWWAIALTTAVTSAFLLAKVILSKLFSQGAFGYVLPIISFILAWIETWFLDFKVLPQEAEEENRLLIVQDASERAALIPGGLSDGQFYSPPESEAGSEEAEEKQDSEKPLLEL*MNHLPEDMENALTGSQSSHASLRNIHSINPTQLMARIESYEGREKKGISDVRRTFCLFVTFDLLF.... (2) Protein 1 (ENSG00000184508) has sequence MGSEAAQLLEAADFAARKHRQQRRKDPEGTPYINHPIGVARILTHEAGITDIVVLQAALLHDTVEDTDTTLDEVELHFGAQVRRLVEEVTDDKTLPKLERKRLQVEQAPHSSPGAKLVKLADKLYNLRDLNRCTPEVKIQ*MGSEAAQLLEAADFAARKHRQQRRKDPEGTPYINHPIGVARILTHEAGITDIVVLQAALLHDTVEDTDTTLDEVELHFGAQVRRLVEEVTDDKTLPKLERKRLQVEQAPHSSPGAKLVKLADKLYNLRDLNRCTPEGWSEHRVQEYFEWAAQVVKGLQG.... Result: 0 (the proteins do not interact). Protein 2 (ENSG00000135298) has sequence MLLPQGKEAVEGKKCQGRQRRAGLSEVWSRKLRNESLGTWSTQGCKTVLTDASHTKCLCDRLSTFAILAQQPREIIMESSGTPSVTLIVGSGLSCLALITLAVVYAALWRYIRSERSIILINFCLSIISSNILILVGQTQTHNKSICTTTTAFLHFFFLASFCWVLTEAWQSYMAVTGKIRTRLIRKRFLCLGWGLPALVVATSVGFTRTKGYGTDHYCWLSLEGGLLYAFVGPAAAVVLVNMVIGILVFNKLVSRDGILDKKLKHRAGQMSEPHSGLTLKCAKCGVVSTTALSATTASN.... (3) Protein 1 (ENSG00000163945) has sequence MDQKLSKLVEELTTSGEPRLNPEKMKELKKICKSSEEQLSRAYRLLIAQLTQEHAEIRLSAFQIVEELFVRSHQFRMLVVSNFQEFLELTLGTDPAQPLPPPREAAQRLRQATTRAVEGWNEKFGEAYKKLALGYHFLRHNKKVDFQDTNARSLAERKREEEKQKHLDKIYQERASQAEREMQEMSGEIESCLTEVESCFRLLVPFDFDPNPETESLGMASGMSDALRSSCAGQVGPCRSGTPDPRDGEQPCCSRDLPASAGHPRAGGGAQPSQTATGDPSDEDEDSDLEEFVRSHGLGS.... Protein 2 (ENSG00000161010) has sequence MASLQRSRVLRCCSCRLFQAHQVKKSVKWTCKACGEKQSFLQAYGEGSGADCRRHVQKLNLLQGQVSELPLRSLEETVSASEEENVGHQQAGNVKQQEKSQPSESRWLKYLEKDSQELELEGTGVCFSKQPSSKMEEPGPRFSQDLPRKRKWSRSTVQPPCSRGVQDSGGSEVAWGPQKGQAGLTWKVKQGSSPCLQENSADCSAGELRGPGKELWSPIQQVTATSSKWAQFVLPPRKSSHVDSEQPRSLQRDPRPAGPAQAKQGTPRAQASREGLSRPTAAVQLPRATHPVTSGSERPC.... Result: 0 (the proteins do not interact). (4) Protein 1 (ENSG00000173825) has sequence MELSSKKKLHALSLAEKIQVLELLDESKMSQSEVARRFQVSQPQISRICKNKEKLLADWCSGTANRERKRKRESKYSGIDEALLCWYHIARAKAWDVTGPMLLHKAKELADIMGQDFVPSIGWLVRWKRRNNVGFGARHVLAPSFPPEPPPPGLTSQAQLPLSLKDFSPEDVFGCAELPLLYRAVPGSFGACDQVQVLLCANSRGTEKRRVLLGGLQAAPRCFFGIRSEALPASYHPDLGIPWLEWLAQFDRDMGQQGRQVALLLAARVVEELAGLPGLYHVKLLPLAASSTTPPLPSSV.... Protein 2 (ENSG00000273611) has sequence MVNLDQGEDKAKMASLKCSTVVCVICLEKPKYRCPACRVPYCSVVCFRKHKEQCNPETRPVEKKIRSALPTKTVKPVENKDDDDSIADFLNSDEEEDRVSLQNLKNLGESATLRSLLLNPHLRQLMVNLDQGEDKAKLMRAYMQEPLFVEFADCCLGIVEPSQNEES*MVNLDQGEDKAKLMRAYMQEPLFVEFADCCLGIVEPSQNEES*XCVICLEKPKYRCPACRVPYCSVVCFRKHKGESATLRSLLLNPHLRQLMVNLDQGEDKAKLMRAYMQEPLFVEFADCCLGIVEPSQNEE.... Result: 0 (the proteins do not interact). (5) Protein 1 (ENSG00000125863) has sequence MSRLEAKKPSLCKSEPLTTERVRTTLSVLKRIVTSCYGPSGRLKQLHNGFGGYVCTTSQSSALLSHLLVTHPILKILTASIQNHVSSFSDCGLFTAILCCNLIENVQRLGLTPTTVIRLNKHLLSLCISYLKSETCGCRIPVDFSSTQILLCLVRSILTSKPACMLTRKETEHVSALILRAFLLTIPENAEGHIILGKSLIVPLKGQRVIDSTVLPGILIEMSEVQLMRLLPIKKSTALKVALFCTTLSGDTSDTGEGTVVVSYGVSLENAVLDQLLNLGRQLISDHVDLVLCQKVIHPS.... Protein 2 (ENSG00000100124) has sequence MAAAAGDADDEPRSGHSSSEGECAVAPEPLTDAEGLFSFADFGSALGGGGAGLSGRASGGAQSPLRYLHVLWQQDAEPRDELRCKIPAGRLRRAARPHRRLGPTGKEVHALKRLRDSANANDVETVQQLLEDGADPCAADDKGRTALHFASCNGNDQIVQLLLDHGADPNQRDGLGNTPLHLAACTNHVPVITTLLRGGARVDALDRAGRTPLHLAKSKLNILQEGHAQCLEAVRLEVKQIIHMLREYLERLGQHEQRERLDDLCTRLQMTSTKEQVDEVTDLLASFTSLSLQMQSMEKR.... Result: 0 (the proteins do not interact). (6) Protein 1 (ENSG00000165072) has sequence MLLRGVLLALQALQLAGALDLPAGSCAFEESTCGFDSVLASLPWILNEEGHYIYVDTSFGKQGEKAVLLSPDLQAEEWSCLRLVYQITTSSESLSDPSQLNLYMRFEDESFDRLLWSAKEPSDSWLIASLDLQNSSKKFKILIEGVLGQGNTASIALFEIKMTTGYCIECDFEENHLCGFVNRWNPNVNWFVGGGSIRNVHSILPQDHTFKSELGHYMYVDSVYVKHFQEVAQLISPLTTAPMAGCLSFYYQIQQGNDNVFSLYTRDVAGLYEEIWKADRPGNAAWNLAEVEFSAPYPME.... Protein 2 (ENSG00000117362) has sequence MGAAVFFGCTFVAFGPAFALFLITVAGDPLRVIILVAGKADEGLASLSEDGRSPISIRQMAYVSGLSFGIISGVFSVINILADALGPGVVGIHGDSPYYFLTSAFLTAAIILLHTFWGVVFFDACERRRYWALGLVVGSHLLTSGLTFLNMGAAVFFGCTFVAFGPAFALFLITVAGDPLRVIILVAGAFFWLVSLLLASVVWFILVHVTDRSDARLQYGLLIFGAAVSVLLQEVFRFAYYKLLKKADEGLASLSEDGRSPISIRQMAYVSGLSFGIISGVFSVINILADALGPGVVGIH.... Result: 0 (the proteins do not interact). (7) Protein 1 (ENSG00000150556) has sequence MRYKSSDRPAHKVSMLLLCHALAIAVVQIVIFSESWAFAKNINFYNVRPPLDPTPFPNSFKCFTCENAGDNYNCNRWAEDKWCPQNTQYCLTVHHFTSHGRSTSITKKCASRSECHFVGCHHSRDSEHTECRSCCEGMICNVELPTNHTNAVFAVMHAQRTSGSSAPTLYLPVLAWVFVLPLL*MLYKSSDRPAHKVSMLLLCHALAIAVVQIVIFSESWAFAKNINFYNVRPPLDPTPFPNSFKCFTCENAGDNYNCNRWAEDKWCPQNTQYCLTVHHFTSHGRSTSITKKCASRSECH.... Protein 2 (ENSG00000206527) has sequence MAAVAATAAAKGNGGGGGRAGAGDASGTRKKKGPGPLATAYLVIYNVVMTAGWLVIAVGLVRAYLAKGSYHSLYYSIEKPLKFFQTGALLEILHCAIGIVPSSVVLTSFQVMSRVFLIWAVTHSVKEVQSEDSVLLFVIAWTITEIIRYSFYTFSLLNHLPYLIKWARYTLFIVLYPMGVSGELLTIYAALPFVRQAGLYSISLPNKYNFSFDYYAFLILIMISYIPIFPQLYFHMIHQRRKILSHTEEHKKFE*XYTLFIVLYPMGVSGELLTIYAALPFVRQAGLYSISLPNKYNFSF.... Result: 0 (the proteins do not interact). (8) Protein 1 (ENSG00000106004) has sequence MSSYFVNSFCGRYPNGPDYQLHNYGDHSSVSEQFRDSASMHSGRYGYGYNGMDLSVGRSGSGHFGSGERARSYAASASAAPAEPRYSQPATSTHSPQPDPLPCSAVAPSPGSDSHHGGKNSLSNSSGASADAGSTHISSREGVGTASGAEEDAPASSEQASAQSEPSPAPPAQPQIYPWMRKLHISHDNIGGPEGKRARTAYTRYQTLELEKEFHFNRYLTRRRRIEIAHALCLSERQIKIWFQNRRMKWKKDNKLKSMSMAAAGGAFRP*. Protein 2 (ENSG00000155636) has sequence MDEAGSSASGGGFRPGVDSLDEPPNSRIFLVISKYTPESVLRERFSPFGDIQDIWVVRDKHTKESKGIAFVKFARSSQACRAMEEMHGQCLGPNDTKPIKVFIAQSRSSGSHRDVEDEELTRIFVMIPKSYTEEDLREKFKVYGDIEYCSIIKNKVTGESKGLGYVRYLKPSQAAQAIENCDRSFRAILAEPKNKASESSEQDYYSNMRQEALGHEPRVNMFPFEQQSEFSSFDKNDSRGQEAISKRLSVVSRVPFTEEQLFSIFDIVPGLEYCEVQRDPYSNYGHGVVQYFNVASAIYA.... Result: 0 (the proteins do not interact). (9) Protein 1 (ENSG00000221813) has sequence MELENQTRVTKFILVGFPGSLSMRAAMFLIFLVAYILTVAENVIIILLVLQNRPLHKPMYFFLANLSFLETWYISVTVPKLLFSFWSVNNSISFTLCMIQLYFFIALMCTECVLLAAMAYDRYVAICRPLHYPTIMSHGLCFRLALGSWAIGFGISLAKIYFISCLSFCGPNVINHFFCDISPVLNLSCTDMSITELVDFILALVIFLFPLFITVLSYGCILATILCMPTGKQKAFSTCASHLVVVTIFYSAIIFMYARPRVIHAFNMNKIISIFYAIVTPSLNPFIYCLRNREVKEALK.... Protein 2 (ENSG00000070018) has sequence MGAVLRSLLACSFCVLLRAAPLLLYANRRDLRLVDATNGKENATIVVGGLEDAAAVDFVFSHGLIYWSDVSEEAIKRTEFNKTESVQNVVVSGLLSPDGLACDWLGEKLYWTDSETNRIEVSNLDGSLRKVLFWQELDQPRAIALDPSSGFMYWTDWGEVPKIERAGMDGSSRFIIINSEIYWPNGLTLDYEEQKLYWADAKLNFIHKSNLDGTNRQAVVKGSLPHPFALTLFEDILYWTDWSTHSILACNKYTGEGLREIHSDIFSPMDIHAFSQQRQPNATNPCGIDNGGCSHLCLMS.... Result: 0 (the proteins do not interact).